The task is: Predict the reactants needed to synthesize the given product.. This data is from Full USPTO retrosynthesis dataset with 1.9M reactions from patents (1976-2016). (1) Given the product [CH2:1]([N:8]([CH2:14][C:15]1[CH:16]=[C:17]([CH:25]=[CH:26][C:27]=1[B:29]1[O:33][C:32]([CH3:35])([CH3:34])[C:31]([CH3:37])([CH3:36])[O:30]1)[C:18]([NH:20][C:21]([CH3:24])([CH3:23])[CH3:22])=[O:19])[C:9]([CH:11]1[CH2:13][CH2:12]1)=[O:10])[C:2]1[CH:7]=[CH:6][CH:5]=[CH:4][CH:3]=1, predict the reactants needed to synthesize it. The reactants are: [CH2:1]([N:8]([CH2:14][C:15]1[CH:16]=[C:17]([CH:25]=[CH:26][C:27]=1Br)[C:18]([NH:20][C:21]([CH3:24])([CH3:23])[CH3:22])=[O:19])[C:9]([CH:11]1[CH2:13][CH2:12]1)=[O:10])[C:2]1[CH:7]=[CH:6][CH:5]=[CH:4][CH:3]=1.[B:29]1([B:29]2[O:33][C:32]([CH3:35])([CH3:34])[C:31]([CH3:37])([CH3:36])[O:30]2)[O:33][C:32]([CH3:35])([CH3:34])[C:31]([CH3:37])([CH3:36])[O:30]1. (2) Given the product [Cl:1][C:2]1[CH:3]=[C:4]([NH:31][C:32](=[O:37])[CH2:33][N:34]([CH3:35])[CH3:36])[CH:5]=[CH:6][C:7]=1[C:8]1[NH:30][C:11]2=[N:12][CH:13]=[C:14]([Cl:29])[C:15]([C:16]3[S:20][C:19]([C:21]4([OH:25])[CH2:24][CH2:23][CH2:22]4)=[N:18][CH:17]=3)=[C:10]2[CH:9]=1, predict the reactants needed to synthesize it. The reactants are: [Cl:1][C:2]1[CH:3]=[C:4]([NH:31][C:32](=[O:37])[CH2:33][N:34]([CH3:36])[CH3:35])[CH:5]=[CH:6][C:7]=1[C:8]1[NH:30][C:11]2=[N:12][CH:13]=[C:14]([Cl:29])[C:15]([C:16]3[S:20][C:19]([C:21]4([O:25]COC)[CH2:24][CH2:23][CH2:22]4)=[N:18][CH:17]=3)=[C:10]2[CH:9]=1.ClC1C(C2SC(C3(OCOC)CCC3)=NC=2)=C2C=C(C3N=C(C4CCCN(C(OC(C)(C)C)=O)C4)ON=3)NC2=NC=1. (3) Given the product [Cl:44][C:41]1[CH:42]=[CH:43][C:38]([S:35]([CH:26]([C:21]2[CH:22]=[CH:23][CH:24]=[CH:25][C:20]=2[CH2:19][OH:18])[CH2:27][CH2:28][CH2:29][CH2:30][S:31]([CH3:34])(=[O:33])=[O:32])(=[O:36])=[O:37])=[CH:39][CH:40]=1, predict the reactants needed to synthesize it. The reactants are: C([Si]([O:18][CH2:19][C:20]1[CH:25]=[CH:24][CH:23]=[CH:22][C:21]=1[CH:26]([S:35]([C:38]1[CH:43]=[CH:42][C:41]([Cl:44])=[CH:40][CH:39]=1)(=[O:37])=[O:36])[CH2:27][CH2:28][CH2:29][CH2:30][S:31]([CH3:34])(=[O:33])=[O:32])(C1C=CC=CC=1)C1C=CC=CC=1)(C)(C)C.[F-].C([N+](CCCC)(CCCC)CCCC)CCC.O.CO. (4) Given the product [CH:1]1[C:13]2[CH:12]([CH2:14][O:15][C:16]([N:18]3[CH2:23][C@@H:22]([C:24](=[O:47])[NH:25][CH2:26][C:27]4([CH2:41][CH2:42][CH2:43][CH2:44][O:45][CH3:46])[C:40]5[CH:39]=[CH:38][CH:37]=[CH:36][C:35]=5[O:34][C:33]5[C:28]4=[CH:29][CH:30]=[CH:31][CH:32]=5)[CH2:21][C@@H:20]([NH:48][S:58]([C:55]4[CH:56]=[CH:57][C:52]([CH:49]([CH3:51])[CH3:50])=[CH:53][CH:54]=4)(=[O:60])=[O:59])[CH2:19]3)=[O:17])[C:11]3[C:6](=[CH:7][CH:8]=[CH:9][CH:10]=3)[C:5]=2[CH:4]=[CH:3][CH:2]=1, predict the reactants needed to synthesize it. The reactants are: [CH:1]1[C:13]2[CH:12]([CH2:14][O:15][C:16]([N:18]3[CH2:23][C@@H:22]([C:24](=[O:47])[NH:25][CH2:26][C:27]4([CH2:41][CH2:42][CH2:43][CH2:44][O:45][CH3:46])[C:40]5[CH:39]=[CH:38][CH:37]=[CH:36][C:35]=5[O:34][C:33]5[C:28]4=[CH:29][CH:30]=[CH:31][CH:32]=5)[CH2:21][C@@H:20]([NH2:48])[CH2:19]3)=[O:17])[C:11]3[C:6](=[CH:7][CH:8]=[CH:9][CH:10]=3)[C:5]=2[CH:4]=[CH:3][CH:2]=1.[CH:49]([C:52]1[CH:57]=[CH:56][C:55]([S:58](Cl)(=[O:60])=[O:59])=[CH:54][CH:53]=1)([CH3:51])[CH3:50].